From a dataset of Full USPTO retrosynthesis dataset with 1.9M reactions from patents (1976-2016). Predict the reactants needed to synthesize the given product. The reactants are: [NH2:1][C:2]1[CH:3]=[C:4]([C:8](=[O:19])/[CH:9]=[CH:10]/[C:11]2[CH:16]=[CH:15][C:14]([O:17][CH3:18])=[CH:13][CH:12]=2)[CH:5]=[CH:6][CH:7]=1.[Cl:20][C:21]1[CH:22]=[C:23]2[C:32](=[CH:33][CH:34]=1)[C:31](Cl)=[C:30]1[C:25]([CH:26]=[CH:27][C:28]([O:36][CH3:37])=[CH:29]1)=[N:24]2.Cl.COC1C=CC(C=O)=CC=1.[OH-].[Na+]. Given the product [Cl:20][C:21]1[CH:22]=[C:23]2[C:32](=[CH:33][CH:34]=1)[C:31]([NH:1][C:2]1[CH:3]=[C:4]([C:8](=[O:19])[CH:9]=[CH:10][C:11]3[CH:12]=[CH:13][C:14]([O:17][CH3:18])=[CH:15][CH:16]=3)[CH:5]=[CH:6][CH:7]=1)=[C:30]1[C:25]([CH:26]=[CH:27][C:28]([O:36][CH3:37])=[CH:29]1)=[N:24]2, predict the reactants needed to synthesize it.